From a dataset of Reaction yield outcomes from USPTO patents with 853,638 reactions. Predict the reaction yield, written as a fraction of the theoretical maximum amount of product (1.0 means a 100% yield; for example, 0.34 means a 34% yield). The reactants are S(=O)(=O)(O)[OH:2].[OH2:6].[Cl:7][C:8]1[CH:9]=[C:10]([C:14]2[C:23]3[C:18](=[CH:19][CH:20]=[C:21]([CH:24]([C:27]4[CH:32]=[CH:31][C:30]([Cl:33])=[CH:29][CH:28]=4)[C:25]#N)[CH:22]=3)[N:17]3[N:34]=[N:35][N:36]=[C:16]3[CH:15]=2)[CH:11]=[CH:12][CH:13]=1. The catalyst is C(O)(=O)C. The product is [Cl:7][C:8]1[CH:9]=[C:10]([C:14]2[C:23]3[C:18](=[CH:19][CH:20]=[C:21]([CH:24]([C:27]4[CH:32]=[CH:31][C:30]([Cl:33])=[CH:29][CH:28]=4)[C:25]([OH:2])=[O:6])[CH:22]=3)[N:17]3[N:34]=[N:35][N:36]=[C:16]3[CH:15]=2)[CH:11]=[CH:12][CH:13]=1. The yield is 0.910.